Dataset: Forward reaction prediction with 1.9M reactions from USPTO patents (1976-2016). Task: Predict the product of the given reaction. (1) Given the reactants Br[C:2]1[CH:3]=[C:4]2[C:11]3([O:15][N:14]([CH3:16])[C:13]([NH2:17])=[N:12]3)[CH2:10][CH2:9][O:8][C:5]2=[CH:6][CH:7]=1.[C:18]([C:20]1[CH:21]=[C:22](B(O)O)[CH:23]=[CH:24][CH:25]=1)#[N:19], predict the reaction product. The product is: [NH2:17][C:13]1[N:14]([CH3:16])[O:15][C:11]2([C:4]3[C:5](=[CH:6][CH:7]=[C:2]([C:24]4[CH:25]=[C:20]([CH:21]=[CH:22][CH:23]=4)[C:18]#[N:19])[CH:3]=3)[O:8][CH2:9][CH2:10]2)[N:12]=1. (2) The product is: [CH3:1][N:2]1[C:6]([C:7]([F:8])([F:9])[F:10])=[CH:5][C:4]([C:29]#[C:28][C:22]2[CH:27]=[CH:26][CH:25]=[CH:24][CH:23]=2)=[N:3]1. Given the reactants [CH3:1][N:2]1[C:6]([C:7]([F:10])([F:9])[F:8])=[CH:5][C:4](OS(C2C=CC(C)=CC=2)(=O)=O)=[N:3]1.[C:22]1([C:28]#[CH:29])[CH:27]=[CH:26][CH:25]=[CH:24][CH:23]=1, predict the reaction product. (3) The product is: [CH3:34][C:30]1[CH:29]=[C:28]([NH:27][C:25]([NH:24][C:21]2[CH:20]=[CH:19][C:18]([C:16]3[CH:17]=[C:9]([O:8][CH2:7][C:6]([OH:36])=[O:5])[CH:10]=[C:11]4[C:15]=3[CH2:14][NH:13][C:12]4=[O:35])=[CH:23][CH:22]=2)=[O:26])[CH:33]=[CH:32][CH:31]=1. Given the reactants C([O:5][C:6](=[O:36])[CH2:7][O:8][C:9]1[CH:10]=[C:11]2[C:15](=[C:16]([C:18]3[CH:23]=[CH:22][C:21]([NH:24][C:25]([NH:27][C:28]4[CH:33]=[CH:32][CH:31]=[C:30]([CH3:34])[CH:29]=4)=[O:26])=[CH:20][CH:19]=3)[CH:17]=1)[CH2:14][NH:13][C:12]2=[O:35])(C)(C)C, predict the reaction product. (4) Given the reactants N1CCC(C2C=CC3N(C=NN=3)C=2)CC1.[N:16]1[N:17]=[CH:18][N:19]2[CH:24]=[CH:23][C:22]([CH:25]3[CH2:30][CH2:29][N:28](C(OC(C)(C)C)=O)[CH2:27][CH2:26]3)=[CH:21][C:20]=12.N1N=CN2C=C(C3CCN(C(OC(C)(C)C)=O)CC3)C=CC=12, predict the reaction product. The product is: [NH:28]1[CH2:27][CH2:26][CH:25]([C:22]2[CH:23]=[CH:24][N:19]3[CH:18]=[N:17][N:16]=[C:20]3[CH:21]=2)[CH2:30][CH2:29]1. (5) Given the reactants [O:1]=[C:2]1[CH:7]=[C:6]([C:8]2[CH:13]=[CH:12][C:11]([C:14]([F:17])([F:16])[F:15])=[CH:10][N:9]=2)[CH:5]=[CH:4][N:3]1[C:18]1[CH:23]=[CH:22][C:21]2[C:24]3[CH2:25][N:26](C(OC(C)(C)C)=O)[CH2:27][CH2:28][CH2:29][C:30]=3[O:31][C:20]=2[CH:19]=1.Cl.C([O-])(O)=O.[Na+], predict the reaction product. The product is: [CH2:25]1[C:24]2[C:21]3[CH:22]=[CH:23][C:18]([N:3]4[CH:4]=[CH:5][C:6]([C:8]5[CH:13]=[CH:12][C:11]([C:14]([F:17])([F:16])[F:15])=[CH:10][N:9]=5)=[CH:7][C:2]4=[O:1])=[CH:19][C:20]=3[O:31][C:30]=2[CH2:29][CH2:28][CH2:27][NH:26]1. (6) Given the reactants [C:1]([O:5][C:6]([N:8]1[CH2:12][C:11]([O:13][Si:14]([C:17]([CH3:20])([CH3:19])[CH3:18])([CH3:16])[CH3:15])=[CH:10][CH:9]1[CH2:21][CH2:22][NH:23][C:24]([O:26][CH2:27][C:28]1[CH:33]=[CH:32][CH:31]=[CH:30][CH:29]=1)=[O:25])=[O:7])([CH3:4])([CH3:3])[CH3:2].B.C1C[O:38]CC1, predict the reaction product. The product is: [C:1]([O:5][C:6]([N:8]1[CH2:12][CH:11]([O:13][Si:14]([C:17]([CH3:18])([CH3:20])[CH3:19])([CH3:16])[CH3:15])[CH:10]([OH:38])[CH:9]1[CH2:21][CH2:22][NH:23][C:24]([O:26][CH2:27][C:28]1[CH:29]=[CH:30][CH:31]=[CH:32][CH:33]=1)=[O:25])=[O:7])([CH3:2])([CH3:3])[CH3:4]. (7) Given the reactants [CH2:1]([O:3][C:4](=[O:11])[CH2:5][NH:6][CH2:7][CH2:8][CH2:9][OH:10])[CH3:2].[CH3:12][C:13]([O:16][C:17](O[C:17]([O:16][C:13]([CH3:15])([CH3:14])[CH3:12])=[O:18])=[O:18])([CH3:15])[CH3:14], predict the reaction product. The product is: [CH2:1]([O:3][C:4](=[O:11])[CH2:5][N:6]([C:17]([O:16][C:13]([CH3:15])([CH3:14])[CH3:12])=[O:18])[CH2:7][CH2:8][CH2:9][OH:10])[CH3:2]. (8) Given the reactants [CH3:1][C:2]1[CH:8]=[C:7]([CH3:9])[CH:6]=[C:5]([N+:10]([O-:12])=[O:11])[C:3]=1N.N([O-])=O.[Na+].[BrH:17], predict the reaction product. The product is: [Br:17][C:3]1[C:5]([N+:10]([O-:12])=[O:11])=[CH:6][C:7]([CH3:9])=[CH:8][C:2]=1[CH3:1].